From a dataset of Peptide-MHC class I binding affinity with 185,985 pairs from IEDB/IMGT. Regression. Given a peptide amino acid sequence and an MHC pseudo amino acid sequence, predict their binding affinity value. This is MHC class I binding data. (1) The peptide sequence is YYLEKANKI. The MHC is HLA-A26:01 with pseudo-sequence HLA-A26:01. The binding affinity (normalized) is 0.0847. (2) The peptide sequence is YIPFAEDAL. The MHC is HLA-B15:01 with pseudo-sequence HLA-B15:01. The binding affinity (normalized) is 0.0847. (3) The peptide sequence is GLVESVAGS. The MHC is HLA-A68:02 with pseudo-sequence HLA-A68:02. The binding affinity (normalized) is 0.00986. (4) The peptide sequence is YVFPVIFSR. The MHC is Patr-A0701 with pseudo-sequence Patr-A0701. The binding affinity (normalized) is 0. (5) The peptide sequence is VFIHMVRCCK. The MHC is HLA-A11:01 with pseudo-sequence HLA-A11:01. The binding affinity (normalized) is 0.216. (6) The peptide sequence is QSPQPVRVK. The MHC is HLA-A02:06 with pseudo-sequence HLA-A02:06. The binding affinity (normalized) is 0.